From a dataset of Full USPTO retrosynthesis dataset with 1.9M reactions from patents (1976-2016). Predict the reactants needed to synthesize the given product. Given the product [NH2:7][C:8]1[CH:13]=[CH:12][C:11]([CH2:14][N:15]2[C:24](=[O:25])[C:23]3=[CH:26][CH:27]=[C:28]([OH:29])[C:21]4[C:22]3=[C:17]([CH:18]=[CH:19][N:20]=4)[C:16]2=[O:31])=[CH:10][CH:9]=1, predict the reactants needed to synthesize it. The reactants are: C(OC(=O)[NH:7][C:8]1[CH:13]=[CH:12][C:11]([CH2:14][N:15]2[C:24](=[O:25])[C:23]3=[CH:26][CH:27]=[C:28]([O:29]C)[C:21]4[C:22]3=[C:17]([CH:18]=[CH:19][N:20]=4)[C:16]2=[O:31])=[CH:10][CH:9]=1)(C)(C)C.C(=O)([O-])[O-].[K+].[K+].C1(S)C=CC=CC=1.